From a dataset of Full USPTO retrosynthesis dataset with 1.9M reactions from patents (1976-2016). Predict the reactants needed to synthesize the given product. (1) Given the product [CH3:30][C:27]1([CH3:31])[CH2:28][O:29][B:24]([C:2]2[CH:23]=[CH:22][C:5]3[C:6]4[N:7]=[C:8]([C:14]5[N:15]([CH:19]([CH3:21])[CH3:20])[N:16]=[CH:17][N:18]=5)[S:9][C:10]=4[CH2:11][CH2:12][O:13][C:4]=3[CH:3]=2)[O:25][CH2:26]1, predict the reactants needed to synthesize it. The reactants are: Br[C:2]1[CH:23]=[CH:22][C:5]2[C:6]3[N:7]=[C:8]([C:14]4[N:15]([CH:19]([CH3:21])[CH3:20])[N:16]=[CH:17][N:18]=4)[S:9][C:10]=3[CH2:11][CH2:12][O:13][C:4]=2[CH:3]=1.[B:24]1([B:24]2[O:29][CH2:28][C:27]([CH3:31])([CH3:30])[CH2:26][O:25]2)[O:29][CH2:28][C:27]([CH3:31])([CH3:30])[CH2:26][O:25]1.C([O-])(=O)C.[K+].C. (2) Given the product [CH2:1]([CH:4]([C:8]1[CH:28]=[CH:27][C:11]([O:12][CH2:13][C:14]2[CH:19]=[CH:18][C:17]([C:20]3[S:24][C:23]([CH2:25][Cl:31])=[CH:22][CH:21]=3)=[CH:16][CH:15]=2)=[CH:10][CH:9]=1)[CH2:5][CH2:6][CH3:7])[CH2:2][CH3:3], predict the reactants needed to synthesize it. The reactants are: [CH2:1]([CH:4]([C:8]1[CH:28]=[CH:27][C:11]([O:12][CH2:13][C:14]2[CH:19]=[CH:18][C:17]([C:20]3[S:24][C:23]([CH2:25]O)=[CH:22][CH:21]=3)=[CH:16][CH:15]=2)=[CH:10][CH:9]=1)[CH2:5][CH2:6][CH3:7])[CH2:2][CH3:3].S(Cl)([Cl:31])=O. (3) Given the product [F:12][C:4]1[CH:3]=[C:2]([B:16]([OH:17])[OH:15])[CH:7]=[N:6][C:5]=1[C:8]([F:11])([F:10])[F:9], predict the reactants needed to synthesize it. The reactants are: Br[C:2]1[CH:3]=[C:4]([F:12])[C:5]([C:8]([F:11])([F:10])[F:9])=[N:6][CH:7]=1.CC1(C)C(C)(C)[O:17][B:16](B2OC(C)(C)C(C)(C)O2)[O:15]1.CC([O-])=O.[K+]. (4) Given the product [CH:1]1[C:10]2[C:5](=[CH:6][CH:7]=[CH:8][CH:9]=2)[CH:4]=[CH:3][C:2]=1[O:11][CH2:12][CH2:13][O:14][C:15]1[CH:30]=[CH:29][C:18]([CH2:19][CH:20]([C:25]([O:27][CH3:28])=[O:26])[C:21]([O:23][CH3:24])=[O:22])=[CH:17][CH:16]=1, predict the reactants needed to synthesize it. The reactants are: [CH:1]1[C:10]2[C:5](=[CH:6][CH:7]=[CH:8][CH:9]=2)[CH:4]=[CH:3][C:2]=1[O:11][CH2:12][CH2:13][O:14][C:15]1[CH:30]=[CH:29][C:18]([CH:19]=[C:20]([C:25]([O:27][CH3:28])=[O:26])[C:21]([O:23][CH3:24])=[O:22])=[CH:17][CH:16]=1.[H][H].